Dataset: Full USPTO retrosynthesis dataset with 1.9M reactions from patents (1976-2016). Task: Predict the reactants needed to synthesize the given product. (1) Given the product [C:1]([O:5][C:6]([N:8]1[CH2:9][CH2:10][C:11]2([C:15](=[O:16])[N:14]([CH2:21][CH2:22][O:23][CH:24]3[CH2:29][CH2:28][CH2:27][CH2:26][O:25]3)[C:13](=[O:17])[CH2:12]2)[CH2:18][CH2:19]1)=[O:7])([CH3:4])([CH3:2])[CH3:3], predict the reactants needed to synthesize it. The reactants are: [C:1]([O:5][C:6]([N:8]1[CH2:19][CH2:18][C:11]2([C:15](=[O:16])[NH:14][C:13](=[O:17])[CH2:12]2)[CH2:10][CH2:9]1)=[O:7])([CH3:4])([CH3:3])[CH3:2].Br[CH2:21][CH2:22][O:23][CH:24]1[CH2:29][CH2:28][CH2:27][CH2:26][O:25]1.C(=O)([O-])[O-].[K+].[K+]. (2) Given the product [C:8]1([C:38]2[CH:39]=[CH:40][CH:41]=[CH:42][CH:43]=2)[CH:9]=[CH:10][C:11]([NH:14][CH2:15][C:16]2[CH:21]=[CH:20][CH:19]=[CH:18][C:17]=2[C:22]2[CH:23]=[CH:24][C:25]([C:28]([NH:30][CH2:31][CH2:32][C:33]([OH:35])=[O:34])=[O:29])=[N:26][CH:27]=2)=[CH:12][CH:13]=1, predict the reactants needed to synthesize it. The reactants are: [OH-].[Na+].C1COCC1.[C:8]1([C:38]2[CH:43]=[CH:42][CH:41]=[CH:40][CH:39]=2)[CH:13]=[CH:12][C:11]([NH:14][CH2:15][C:16]2[CH:21]=[CH:20][CH:19]=[CH:18][C:17]=2[C:22]2[CH:23]=[CH:24][C:25]([C:28]([NH:30][CH2:31][CH2:32][C:33]([O:35]CC)=[O:34])=[O:29])=[N:26][CH:27]=2)=[CH:10][CH:9]=1. (3) Given the product [Br:5][C:6]1[CH:17]=[CH:16][C:9]([C:10](=[O:11])[CH2:1][CH3:2])=[C:8]([CH3:18])[CH:7]=1, predict the reactants needed to synthesize it. The reactants are: [CH2:1]([Mg]Br)[CH3:2].[Br:5][C:6]1[CH:17]=[CH:16][C:9]([C:10](N(OC)C)=[O:11])=[C:8]([CH3:18])[CH:7]=1.[Cl-].[NH4+]. (4) Given the product [CH:18]1([CH2:17][O:16][C:11]2[CH:10]=[CH:9][C:8]([C:6]3[CH:5]=[CH:4][N:3]=[C:2]([NH:27][C:25]4[CH:26]=[N:22][NH:23][CH:24]=4)[CH:7]=3)=[CH:15][C:12]=2[C:13]#[N:14])[CH2:20][CH2:19]1, predict the reactants needed to synthesize it. The reactants are: Cl[C:2]1[CH:7]=[C:6]([C:8]2[CH:9]=[CH:10][C:11]([O:16][CH2:17][CH:18]3[CH2:20][CH2:19]3)=[C:12]([CH:15]=2)[C:13]#[N:14])[CH:5]=[CH:4][N:3]=1.Cl.[NH:22]1[CH:26]=[C:25]([NH2:27])[CH:24]=[N:23]1.C[Si]([N-][Si](C)(C)C)(C)C.[Li+].C1COCC1. (5) The reactants are: Cl.Cl.[CH2:3]([O:10][C:11]1[CH:16]=[CH:15][C:14]([C:17]2[CH:18]=[C:19]([O:27][CH2:28][C:29]3([OH:35])[CH2:34][CH2:33][NH:32][CH2:31][CH2:30]3)[N:20]=[N:21][C:22]=2[CH2:23][CH2:24][CH2:25][CH3:26])=[CH:13][CH:12]=1)[C:4]1[CH:9]=[CH:8][CH:7]=[CH:6][CH:5]=1.[C:36](O[BH-](OC(=O)C)OC(=O)C)(=O)C.[Na+]. Given the product [CH2:3]([O:10][C:11]1[CH:12]=[CH:13][C:14]([C:17]2[CH:18]=[C:19]([O:27][CH2:28][C:29]3([OH:35])[CH2:34][CH2:33][N:32]([CH3:36])[CH2:31][CH2:30]3)[N:20]=[N:21][C:22]=2[CH2:23][CH2:24][CH2:25][CH3:26])=[CH:15][CH:16]=1)[C:4]1[CH:5]=[CH:6][CH:7]=[CH:8][CH:9]=1, predict the reactants needed to synthesize it. (6) Given the product [NH2:33][C:34]1[CH:39]=[CH:38][C:37]([C:2]2[CH:3]=[CH:4][C:5]([C:6]([NH:8][C:9]3[CH:14]=[CH:13][C:12]([O:15][C:16]([F:18])([F:19])[F:17])=[C:11]([NH:20][C:21](=[O:29])[CH2:22][N:23]4[CH2:28][CH2:27][O:26][CH2:25][CH2:24]4)[CH:10]=3)=[O:7])=[CH:30][CH:31]=2)=[CH:36][CH:35]=1, predict the reactants needed to synthesize it. The reactants are: Br[C:2]1[CH:31]=[CH:30][C:5]([C:6]([NH:8][C:9]2[CH:14]=[CH:13][C:12]([O:15][C:16]([F:19])([F:18])[F:17])=[C:11]([NH:20][C:21](=[O:29])[CH2:22][N:23]3[CH2:28][CH2:27][O:26][CH2:25][CH2:24]3)[CH:10]=2)=[O:7])=[CH:4][CH:3]=1.Cl.[NH2:33][C:34]1[CH:39]=[CH:38][C:37](B(O)O)=[CH:36][CH:35]=1.C(=O)([O-])[O-].[Na+].[Na+].